This data is from Forward reaction prediction with 1.9M reactions from USPTO patents (1976-2016). The task is: Predict the product of the given reaction. (1) Given the reactants [C:1]([NH:8][CH2:9][CH2:10]OS(C)(=O)=O)([O:3][C:4]([CH3:7])([CH3:6])[CH3:5])=[O:2].[CH3:16][NH2:17], predict the reaction product. The product is: [C:1]([NH:8][CH2:9][CH2:10][NH:17][CH3:16])([O:3][C:4]([CH3:7])([CH3:6])[CH3:5])=[O:2]. (2) Given the reactants Cl[C:2]1[C:7]2[CH2:8][C:9]3([CH:15]4[CH2:16][CH2:17][N:12]([CH2:13][CH2:14]4)[CH2:11]3)[O:10][C:6]=2[CH:5]=[CH:4][N:3]=1, predict the reaction product. The product is: [O:10]1[C:6]2[CH:5]=[CH:4][N:3]=[CH:2][C:7]=2[CH2:8][C:9]21[CH:15]1[CH2:14][CH2:13][N:12]([CH2:17][CH2:16]1)[CH2:11]2.